This data is from Peptide-MHC class I binding affinity with 185,985 pairs from IEDB/IMGT. The task is: Regression. Given a peptide amino acid sequence and an MHC pseudo amino acid sequence, predict their binding affinity value. This is MHC class I binding data. (1) The MHC is Mamu-B1001 with pseudo-sequence Mamu-B1001. The binding affinity (normalized) is 0.622. The peptide sequence is YCAPPGYAL. (2) The peptide sequence is IWEVEDYGF. The MHC is HLA-A30:01 with pseudo-sequence HLA-A30:01. The binding affinity (normalized) is 0.0847. (3) The peptide sequence is YARNFLIPF. The MHC is HLA-C04:01 with pseudo-sequence HLA-C04:01. The binding affinity (normalized) is 0.213.